Dataset: Full USPTO retrosynthesis dataset with 1.9M reactions from patents (1976-2016). Task: Predict the reactants needed to synthesize the given product. (1) Given the product [I:21][C:19]1[S:20][C:13]2[C:12]([N:2]([C:3]3[CH:10]=[CH:9][C:6]([O:7][CH3:8])=[CH:5][CH:4]=3)[CH3:1])=[N:17][CH:16]=[N:15][C:14]=2[CH:18]=1, predict the reactants needed to synthesize it. The reactants are: [CH3:1][NH:2][C:3]1[CH:10]=[CH:9][C:6]([O:7][CH3:8])=[CH:5][CH:4]=1.Cl[C:12]1[C:13]2[S:20][C:19]([I:21])=[CH:18][C:14]=2[N:15]=[CH:16][N:17]=1. (2) Given the product [CH3:25][C:14](=[CH2:15])[C:22]([O:2][C:1]1[CH:8]=[CH:7][C:5]([O:6][C:16](=[O:20])[C:17]([CH3:19])=[CH2:18])=[CH:4][CH:3]=1)=[O:23], predict the reactants needed to synthesize it. The reactants are: [C:1]1([CH:8]=[CH:7][C:5]([OH:6])=[CH:4][CH:3]=1)[OH:2].C(N([CH2:14][CH3:15])CC)C.[C:16](Cl)(=[O:20])[C:17]([CH3:19])=[CH2:18].[CH3:22][OH:23].Cl[CH2:25]Cl.